This data is from Catalyst prediction with 721,799 reactions and 888 catalyst types from USPTO. The task is: Predict which catalyst facilitates the given reaction. (1) Reactant: N1C=[CH:5][CH:4]=[C:3](B(O)O)[CH:2]=1.O.O.P([O-])([O-])([O-])=O.[K+].[K+].[K+].[Cl:20][C:21]1[N:26]=[C:25]2[N:27]([CH:31]3[CH2:36][CH2:35][CH2:34][CH2:33][O:32]3)[N:28]=[C:29](I)[C:24]2=[C:23]([CH:37]([F:39])[F:38])[CH:22]=1.CO[CH2:42][CH2:43][O:44][CH3:45].O. Product: [Cl:20][C:21]1[N:26]=[C:25]2[N:27]([CH:31]3[CH2:36][CH2:35][CH2:34][CH2:33][O:32]3)[N:28]=[C:29]([C:5]3[CH:4]=[CH:3][CH:2]=[C:43]([O:44][CH3:45])[CH:42]=3)[C:24]2=[C:23]([CH:37]([F:39])[F:38])[CH:22]=1. The catalyst class is: 73. (2) Reactant: [Cl:1][C:2]1[CH:7]=[CH:6][C:5]([CH:8]([NH:25][C:26]2[CH:27]=[C:28]([CH3:36])[C:29]3[N:33]=[N:32][N:31]([CH3:34])[C:30]=3[CH:35]=2)[C:9]2[N:13]([CH:14]([CH3:16])[CH3:15])[C:12]([CH:17]3[CH2:21][CH2:20][O:19][CH2:18]3)=[N:11][C:10]=2[C:22](O)=[O:23])=[CH:4][CH:3]=1. Product: [Cl:1][C:2]1[CH:7]=[CH:6][C:5]([CH:8]2[C:9]3[N:13]([CH:14]([CH3:16])[CH3:15])[C:12]([CH:17]4[CH2:21][CH2:20][O:19][CH2:18]4)=[N:11][C:10]=3[C:22](=[O:23])[N:25]2[C:26]2[CH:27]=[C:28]([CH3:36])[C:29]3[N:33]=[N:32][N:31]([CH3:34])[C:30]=3[CH:35]=2)=[CH:4][CH:3]=1. The catalyst class is: 326. (3) Reactant: [NH2:1][C@@H:2]1[C:8](=[O:9])[NH:7][C:6]2[CH:10]=[CH:11][C:12]([Br:14])=[CH:13][C:5]=2[CH2:4][CH2:3]1.CCN(CC)CC.[O:22](C(OC(C)(C)C)=O)[C:23]([O:25][C:26]([CH3:29])([CH3:28])[CH3:27])=O. Product: [C:26]([O:25][C:23](=[O:22])[NH:1][C@@H:2]1[C:8](=[O:9])[NH:7][C:6]2[CH:10]=[CH:11][C:12]([Br:14])=[CH:13][C:5]=2[CH2:4][CH2:3]1)([CH3:29])([CH3:28])[CH3:27]. The catalyst class is: 34. (4) Reactant: [Si]([O:18][C:19]1[CH:62]=[CH:61][C:22]([O:23][CH2:24][C@@H:25]([OH:60])[CH2:26][NH:27][CH2:28][CH2:29][C:30]2[CH:59]=[CH:58][C:33]([NH:34][CH:35]3[CH2:40][CH2:39][N:38]([C:41]([NH:43][CH2:44][CH:45]([C:52]4[CH:57]=[CH:56][CH:55]=[CH:54][CH:53]=4)[C:46]4[CH:51]=[CH:50][CH:49]=[CH:48][CH:47]=4)=[O:42])[CH2:37][CH2:36]3)=[CH:32][CH:31]=2)=[CH:21][CH:20]=1)(C(C)(C)C)(C1C=CC=CC=1)C1C=CC=CC=1. Product: [C:46]1([CH:45]([C:52]2[CH:57]=[CH:56][CH:55]=[CH:54][CH:53]=2)[CH2:44][NH:43][C:41]([N:38]2[CH2:39][CH2:40][CH:35]([NH:34][C:33]3[CH:58]=[CH:59][C:30]([CH2:29][CH2:28][NH:27][CH2:26][C@H:25]([OH:60])[CH2:24][O:23][C:22]4[CH:61]=[CH:62][C:19]([OH:18])=[CH:20][CH:21]=4)=[CH:31][CH:32]=3)[CH2:36][CH2:37]2)=[O:42])[CH:47]=[CH:48][CH:49]=[CH:50][CH:51]=1. The catalyst class is: 147. (5) Reactant: [Cl:1][C:2]1[CH:7]=[C:6]([Cl:8])[CH:5]=[C:4]([Cl:9])[C:3]=1[N:10]1[C:14]2=[N:15][C:16]([CH2:20][C:21]3[CH:26]=[CH:25][C:24]([NH:27][S:28]([CH:31]=[CH2:32])(=[O:30])=[O:29])=[CH:23][CH:22]=3)=[N:17][C:18](=[O:19])[C:13]2=[C:12]([CH:33]([CH3:35])[CH3:34])[NH:11]1.[CH2:36]([NH:38][CH2:39]C)C. Product: [Cl:1][C:2]1[CH:7]=[C:6]([Cl:8])[CH:5]=[C:4]([Cl:9])[C:3]=1[N:10]1[C:14]2=[N:15][C:16]([CH2:20][C:21]3[CH:22]=[CH:23][C:24]([NH:27][S:28]([CH:31]=[CH:32][N:38]([CH3:39])[CH3:36])(=[O:30])=[O:29])=[CH:25][CH:26]=3)=[N:17][C:18](=[O:19])[C:13]2=[C:12]([CH:33]([CH3:35])[CH3:34])[NH:11]1. The catalyst class is: 1. (6) Reactant: N1([C:7]([CH:9]2[CH2:17][C:16]3[C:11](=[CH:12][CH:13]=[CH:14][CH:15]=3)[N:10]2[C:18]2[N:23]=[CH:22][CH:21]=[CH:20][N:19]=2)=[O:8])CCCCC1.[OH-:24].[Na+]. Product: [N:19]1[CH:20]=[CH:21][CH:22]=[N:23][C:18]=1[N:10]1[C:11]2[C:16](=[CH:15][CH:14]=[CH:13][CH:12]=2)[CH2:17][CH:9]1[C:7]([OH:8])=[O:24]. The catalyst class is: 33.